Dataset: Forward reaction prediction with 1.9M reactions from USPTO patents (1976-2016). Task: Predict the product of the given reaction. (1) The product is: [F:17][C:14]1[CH:15]=[CH:16][C:11]([CH:9]([NH:8][C:6]2[N:7]=[C:2]([N:26]3[C:22]4[CH:21]=[C:20]([CH2:19][OH:18])[CH:28]=[CH:27][C:23]=4[N:24]=[CH:25]3)[CH:3]=[N:4][CH:5]=2)[CH3:10])=[CH:12][CH:13]=1. Given the reactants Cl[C:2]1[N:7]=[C:6]([NH:8][CH:9]([C:11]2[CH:16]=[CH:15][C:14]([F:17])=[CH:13][CH:12]=2)[CH3:10])[CH:5]=[N:4][CH:3]=1.[OH:18][CH2:19][C:20]1[CH:28]=[CH:27][C:23]2[N:24]=[CH:25][NH:26][C:22]=2[CH:21]=1, predict the reaction product. (2) Given the reactants [F:1][C:2]1[CH:15]=[CH:14][C:5]([O:6][C:7]2[C:8]([CH3:13])=[N:9][NH:10][C:11]=2[CH3:12])=[CH:4][CH:3]=1.[Cl:16][C:17]1[CH:24]=[C:23](F)[CH:22]=[CH:21][C:18]=1[C:19]#[N:20], predict the reaction product. The product is: [Cl:16][C:17]1[CH:24]=[C:23]([N:10]2[C:11]([CH3:12])=[C:7]([O:6][C:5]3[CH:14]=[CH:15][C:2]([F:1])=[CH:3][CH:4]=3)[C:8]([CH3:13])=[N:9]2)[CH:22]=[CH:21][C:18]=1[C:19]#[N:20]. (3) Given the reactants [CH3:1][O:2][C:3](=[O:31])[NH:4][C@H:5]1[CH2:9][CH2:8][C@H:7]([N:10]2[C:21]3[C:13](=[CH:14][N:15]=[C:16]4[C:20]=3[CH:19]=[CH:18][N:17]4S(C3C=CC=CC=3)(=O)=O)[N:12]=[N:11]2)[CH2:6]1.[OH-].[Na+].Cl, predict the reaction product. The product is: [CH3:1][O:2][C:3](=[O:31])[NH:4][C@H:5]1[CH2:9][CH2:8][C@H:7]([N:10]2[C:21]3[C:13](=[CH:14][N:15]=[C:16]4[C:20]=3[CH:19]=[CH:18][NH:17]4)[N:12]=[N:11]2)[CH2:6]1. (4) Given the reactants [CH3:1][C:2]1([CH3:18])[O:6][B:5]([C:7]2[CH:15]=[CH:14][C:10]([C:11]([OH:13])=O)=[CH:9][CH:8]=2)[O:4][C:3]1([CH3:17])[CH3:16].CN(C(ON1N=NC2C=CC=NC1=2)=[N+](C)C)C.F[P-](F)(F)(F)(F)F.[NH:43]1[CH2:47][CH2:46][CH2:45][C@H:44]1[C:48]([O:50][C:51]([CH3:54])([CH3:53])[CH3:52])=[O:49].CCN(C(C)C)C(C)C, predict the reaction product. The product is: [CH3:18][C:2]1([CH3:1])[C:3]([CH3:17])([CH3:16])[O:4][B:5]([C:7]2[CH:8]=[CH:9][C:10]([C:11]([N:43]3[CH2:47][CH2:46][CH2:45][C@H:44]3[C:48]([O:50][C:51]([CH3:54])([CH3:53])[CH3:52])=[O:49])=[O:13])=[CH:14][CH:15]=2)[O:6]1. (5) Given the reactants Cl[C:2]1[C:7]([NH2:8])=[CH:6][CH:5]=[CH:4][N:3]=1.[C:9]([C:11]1[CH:16]=[CH:15][CH:14]=[CH:13][CH:12]=1)#[CH:10], predict the reaction product. The product is: [C:11]1([C:9]#[C:10][C:2]2[C:7]([NH2:8])=[CH:6][CH:5]=[CH:4][N:3]=2)[CH:16]=[CH:15][CH:14]=[CH:13][CH:12]=1.